Dataset: Forward reaction prediction with 1.9M reactions from USPTO patents (1976-2016). Task: Predict the product of the given reaction. The product is: [CH2:1]([O:8][CH2:9][O:10][C:11]1[CH:20]=[CH:19][CH:18]=[C:17]2[C:12]=1[CH:13]=[CH:14][C:15]([NH:21][C:28]1[C:36]3[C:31](=[CH:32][N:33]=[CH:34][CH:35]=3)[O:30][C:29]=1[C:37]1[N:42]=[CH:41][C:40]([C:43]([O:45][CH3:46])=[O:44])=[CH:39][N:38]=1)=[CH:16]2)[C:2]1[CH:3]=[CH:4][CH:5]=[CH:6][CH:7]=1. Given the reactants [CH2:1]([O:8][CH2:9][O:10][C:11]1[CH:20]=[CH:19][CH:18]=[C:17]2[C:12]=1[CH:13]=[CH:14][C:15]([NH2:21])=[CH:16]2)[C:2]1[CH:7]=[CH:6][CH:5]=[CH:4][CH:3]=1.FC(F)(F)S(O[C:28]1[C:36]2[C:31](=[CH:32][N:33]=[CH:34][CH:35]=2)[O:30][C:29]=1[C:37]1[N:42]=[CH:41][C:40]([C:43]([O:45][CH3:46])=[O:44])=[CH:39][N:38]=1)(=O)=O, predict the reaction product.